From a dataset of Full USPTO retrosynthesis dataset with 1.9M reactions from patents (1976-2016). Predict the reactants needed to synthesize the given product. (1) Given the product [CH3:19][CH:20]([N:22]1[CH:4]=[C:5]2[CH2:6][NH:7][CH2:8][CH2:9][C:10]2=[N:23]1)[CH3:21], predict the reactants needed to synthesize it. The reactants are: CN(/[CH:4]=[C:5]1\[CH2:6][N:7](C(OC(C)(C)C)=O)[CH2:8][CH2:9][C:10]\1=O)C.[CH3:19][CH:20]([NH:22][NH2:23])[CH3:21]. (2) Given the product [NH2:22][C:8]1[N:7]=[C:6]([O:5][CH2:1][CH2:2][CH2:3][CH3:4])[N:14]=[C:13]2[C:9]=1[N:10]=[C:11]([O:20][CH3:21])[N:12]2[CH2:15][CH2:16][CH2:17][CH2:18][N:26]1[CH2:25][CH2:24][N:23]([C:29]([O:31][C:32]([CH3:35])([CH3:34])[CH3:33])=[O:30])[CH2:28][CH2:27]1, predict the reactants needed to synthesize it. The reactants are: [CH2:1]([O:5][C:6]1[N:14]=[C:13]2[C:9]([N:10]=[C:11]([O:20][CH3:21])[N:12]2[CH2:15][CH2:16][CH2:17][CH2:18]Cl)=[C:8]([NH2:22])[N:7]=1)[CH2:2][CH2:3][CH3:4].[N:23]1([C:29]([O:31][C:32]([CH3:35])([CH3:34])[CH3:33])=[O:30])[CH2:28][CH2:27][NH:26][CH2:25][CH2:24]1.C(N(CC)C(C)C)(C)C.[I-].[Na+]. (3) Given the product [CH2:1]([C:5]1([CH2:40][CH3:41])[CH2:11][S:10](=[O:13])(=[O:12])[C:9]2[CH:14]=[CH:15][C:16]([N:18]([CH3:20])[CH3:19])=[CH:17][C:8]=2[CH:7]([C:21]2[CH:22]=[C:23]([NH:27][C:28]([CH2:30][O:31][CH2:32][CH2:33][O:34][CH2:35][C:36]([NH:42][CH2:43][C:44]3[CH:49]=[CH:48][C:47]([N:50]4[C:51](=[O:73])[CH:52]([CH2:62][CH2:63][CH:64]([C:66]5[CH:67]=[CH:68][C:69]([F:72])=[CH:70][CH:71]=5)[OH:65])[CH:53]4[C:54]4[CH:59]=[CH:58][C:57]([O:60][CH3:61])=[CH:56][CH:55]=4)=[CH:46][CH:45]=3)=[O:37])=[O:29])[CH:24]=[CH:25][CH:26]=2)[CH:6]1[OH:39])[CH2:2][CH2:3][CH3:4], predict the reactants needed to synthesize it. The reactants are: [CH2:1]([C:5]1([CH2:40][CH3:41])[CH2:11][S:10](=[O:13])(=[O:12])[C:9]2[CH:14]=[CH:15][C:16]([N:18]([CH3:20])[CH3:19])=[CH:17][C:8]=2[CH:7]([C:21]2[CH:22]=[C:23]([NH:27][C:28]([CH2:30][O:31][CH2:32][CH2:33][O:34][CH2:35][C:36](O)=[O:37])=[O:29])[CH:24]=[CH:25][CH:26]=2)[CH:6]1[OH:39])[CH2:2][CH2:3][CH3:4].[NH2:42][CH2:43][C:44]1[CH:49]=[CH:48][C:47]([N:50]2[CH:53]([C:54]3[CH:59]=[CH:58][C:57]([O:60][CH3:61])=[CH:56][CH:55]=3)[CH:52]([CH2:62][CH2:63][CH:64]([C:66]3[CH:71]=[CH:70][C:69]([F:72])=[CH:68][CH:67]=3)[OH:65])[C:51]2=[O:73])=[CH:46][CH:45]=1.ON1C2C=CC=CC=2N=N1.Cl.C(N=C=NCCCN(C)C)C. (4) Given the product [F:3][C:4]1[CH:11]=[CH:10][C:7]([CH:8]=[N:13][OH:1])=[CH:6][CH:5]=1, predict the reactants needed to synthesize it. The reactants are: [OH-:1].[Na+].[F:3][C:4]1[CH:11]=[CH:10][C:7]([CH:8]=O)=[CH:6][CH:5]=1.Cl.[NH2:13]O. (5) Given the product [CH2:12]([O:11][C:9](=[O:10])[C:7]1[CH:8]=[C:3]([C:1]#[N:2])[C:4]([N:16]2[CH2:21][CH2:20][CH:19]([C:22](=[O:24])[NH:36][S:33]([CH2:32][C:29]3[CH:30]=[CH:31][C:26]([Cl:25])=[CH:27][CH:28]=3)(=[O:35])=[O:34])[CH2:18][CH2:17]2)=[N:5][C:6]=1[O:14][CH3:15])[CH3:13], predict the reactants needed to synthesize it. The reactants are: [C:1]([C:3]1[C:4]([N:16]2[CH2:21][CH2:20][CH:19]([C:22]([OH:24])=O)[CH2:18][CH2:17]2)=[N:5][C:6]([O:14][CH3:15])=[C:7]([C:9]([O:11][CH2:12][CH3:13])=[O:10])[CH:8]=1)#[N:2].[Cl:25][C:26]1[CH:31]=[CH:30][C:29]([CH2:32][S:33]([NH2:36])(=[O:35])=[O:34])=[CH:28][CH:27]=1.